This data is from Reaction yield outcomes from USPTO patents with 853,638 reactions. The task is: Predict the reaction yield, written as a fraction of the theoretical maximum amount of product (1.0 means a 100% yield; for example, 0.34 means a 34% yield). The reactants are [CH3:1][O:2][C:3]1[C:4](=[O:9])[NH:5][C:6](=[O:8])[CH:7]=1.C(O)(C(F)(F)F)=O.[CH2:17]([N:24]([CH2:28][Si](C)(C)C)[CH2:25]OC)[C:18]1[CH:23]=[CH:22][CH:21]=[CH:20][CH:19]=1. The catalyst is C(Cl)Cl.C(=O)(O)[O-].[Na+]. The product is [CH2:17]([N:24]1[CH2:28][C@:3]2([O:2][CH3:1])[C:4](=[O:9])[NH:5][C:6](=[O:8])[C@@H:7]2[CH2:25]1)[C:18]1[CH:23]=[CH:22][CH:21]=[CH:20][CH:19]=1. The yield is 0.610.